Task: Predict which catalyst facilitates the given reaction.. Dataset: Catalyst prediction with 721,799 reactions and 888 catalyst types from USPTO (1) Reactant: [F:1][C:2]1[C:7]2[N:8]([CH3:12])[C:9](=[O:11])[NH:10][C:6]=2[CH:5]=[CH:4][C:3]=1[O:13][CH3:14].[H-].[Na+].Br[CH2:18][C:19]([CH3:22])([CH3:21])[CH3:20]. Product: [CH3:18][C:19]([CH3:22])([CH3:21])[CH2:20][N:10]1[C:6]2[CH:5]=[CH:4][C:3]([O:13][CH3:14])=[C:2]([F:1])[C:7]=2[N:8]([CH3:12])[C:9]1=[O:11]. The catalyst class is: 3. (2) Reactant: [CH:1]1[CH:2]=C[C:4]2[N:9](O)N=[N:7][C:5]=2[CH:6]=1.[C:11]1([CH2:17][O:18][C:19]2[CH:27]=[CH:26][C:25]([C:28]([N:30]3[CH2:34][CH2:33][CH2:32][CH2:31]3)=[O:29])=[CH:24][C:20]=2[C:21]([OH:23])=O)[CH:16]=[CH:15][CH:14]=[CH:13][CH:12]=1.N1C=CC=C(N)C=1.C(Cl)CCl. Product: [C:11]1([CH2:17][O:18][C:19]2[CH:27]=[CH:26][C:25]([C:28]([N:30]3[CH2:31][CH2:32][CH2:33][CH2:34]3)=[O:29])=[CH:24][C:20]=2[C:21]([NH:7][C:5]2[CH:4]=[N:9][CH:2]=[CH:1][CH:6]=2)=[O:23])[CH:12]=[CH:13][CH:14]=[CH:15][CH:16]=1. The catalyst class is: 35.